This data is from Full USPTO retrosynthesis dataset with 1.9M reactions from patents (1976-2016). The task is: Predict the reactants needed to synthesize the given product. (1) Given the product [N:28]#[C:27][NH2:29].[CH2:24]([C:22]1[CH:21]=[CH:20][CH:19]=[CH:18][C:17]=1[S:14]([OH:13])(=[O:15])=[O:16])[CH2:23][CH2:25][CH2:31][CH2:30][CH2:32][CH2:21][CH2:22][CH2:17][CH2:18][CH2:19][CH3:20], predict the reactants needed to synthesize it. The reactants are: C([O:13][S:14]([C:17]1[CH:22]=[CH:21][CH:20]=[CH:19][CH:18]=1)(=[O:16])=[O:15])CCCCCCCCCCC.[CH:23](O[C:27](=[NH:29])[NH2:28])([CH3:25])[CH3:24].[CH:30](O)([CH3:32])[CH3:31]. (2) Given the product [CH2:17]([O:19][C:20](=[O:41])[C@H:21]([CH2:33][C:34]1[CH:39]=[CH:38][C:37]([C:4]2[C:3]([O:2][CH3:1])=[CH:8][C:7]([CH2:9][CH2:10][OH:11])=[CH:6][C:5]=2[O:12][CH3:13])=[CH:36][CH:35]=1)[NH:22][C:23](=[O:32])[C:24]1[C:25]([Cl:31])=[CH:26][CH:27]=[CH:28][C:29]=1[Cl:30])[CH3:18], predict the reactants needed to synthesize it. The reactants are: [CH3:1][O:2][C:3]1[CH:8]=[C:7]([CH2:9][CH2:10][OH:11])[CH:6]=[C:5]([O:12][CH3:13])[C:4]=1B(O)O.[CH2:17]([O:19][C:20](=[O:41])[C@H:21]([CH2:33][C:34]1[CH:39]=[CH:38][C:37](Br)=[CH:36][CH:35]=1)[NH:22][C:23](=[O:32])[C:24]1[C:29]([Cl:30])=[CH:28][CH:27]=[CH:26][C:25]=1[Cl:31])[CH3:18]. (3) Given the product [Br:8][C:6]1[N:7]=[C:2]([N:22]2[C:23]3[C:19](=[CH:18][C:17]([Cl:16])=[CH:25][C:24]=3[Cl:26])[CH2:20][CH2:21]2)[C:3](=[O:15])[N:4]([C@@H:9]([CH2:12][O:13][CH3:14])[CH2:10][CH3:11])[CH:5]=1, predict the reactants needed to synthesize it. The reactants are: Br[C:2]1[C:3](=[O:15])[N:4]([C@@H:9]([CH2:12][O:13][CH3:14])[CH2:10][CH3:11])[CH:5]=[C:6]([Br:8])[N:7]=1.[Cl:16][C:17]1[CH:18]=[C:19]2[C:23](=[C:24]([Cl:26])[CH:25]=1)[NH:22][CH2:21][CH2:20]2. (4) Given the product [Cl:44][C:43]1[CH:42]=[CH:41][CH:40]=[C:39]([Cl:45])[C:38]=1[C:31]1[C:30]([CH2:29][O:1][C:2]2[CH:11]=[C:10]3[C:5]([CH:6]=[CH:7][C:8]([C:12]4[CH:13]=[C:14]([CH:19]=[CH:20][CH:21]=4)[C:15]([O:17][CH3:18])=[O:16])=[CH:9]3)=[CH:4][CH:3]=2)=[C:34]([CH:35]([CH3:37])[CH3:36])[O:33][N:32]=1, predict the reactants needed to synthesize it. The reactants are: [OH:1][C:2]1[CH:11]=[C:10]2[C:5]([CH:6]=[CH:7][C:8]([C:12]3[CH:13]=[C:14]([CH:19]=[CH:20][CH:21]=3)[C:15]([O:17][CH3:18])=[O:16])=[CH:9]2)=[CH:4][CH:3]=1.C(=O)([O-])[O-].[Cs+].[Cs+].Cl[CH2:29][C:30]1[C:31]([C:38]2[C:43]([Cl:44])=[CH:42][CH:41]=[CH:40][C:39]=2[Cl:45])=[N:32][O:33][C:34]=1[CH:35]([CH3:37])[CH3:36].C(OCC)(=O)C.